This data is from Full USPTO retrosynthesis dataset with 1.9M reactions from patents (1976-2016). The task is: Predict the reactants needed to synthesize the given product. Given the product [N:1]([CH2:4][CH:5]1[O:10][C:9]2[C:11]([C:17]3[CH:22]=[CH:21][CH:20]=[CH:19][CH:18]=3)=[CH:12][CH:13]=[CH:14][C:8]=2[N:7]([CH3:16])[CH2:6]1)=[N+:2]=[N-:3], predict the reactants needed to synthesize it. The reactants are: [N:1]([CH2:4][CH:5]1[O:10][C:9]2[C:11](Br)=[CH:12][CH:13]=[CH:14][C:8]=2[N:7]([CH3:16])[CH2:6]1)=[N+:2]=[N-:3].[C:17]1(B(O)O)[CH:22]=[CH:21][CH:20]=[CH:19][CH:18]=1.